Dataset: Forward reaction prediction with 1.9M reactions from USPTO patents (1976-2016). Task: Predict the product of the given reaction. (1) Given the reactants [CH3:1][O:2][C:3]1[CH:22]=[CH:21][C:6]([CH2:7][O:8][C:9]2[CH:10]=[C:11]([CH:15]=[C:16]([N+:18]([O-:20])=[O:19])[CH:17]=2)[C:12](Cl)=[O:13])=[CH:5][CH:4]=1.C(Cl)(Cl)Cl.[I-].[C:28]([C:30]1[CH:31]=[C:32]([Zn+])[CH:33]=[CH:34][CH:35]=1)#[N:29].O, predict the reaction product. The product is: [CH3:1][O:2][C:3]1[CH:22]=[CH:21][C:6]([CH2:7][O:8][C:9]2[CH:10]=[C:11]([CH:15]=[C:16]([N+:18]([O-:20])=[O:19])[CH:17]=2)[C:12]([C:34]2[CH:35]=[C:30]([CH:31]=[CH:32][CH:33]=2)[C:28]#[N:29])=[O:13])=[CH:5][CH:4]=1. (2) Given the reactants [F:1][C:2]1[CH:3]=[C:4]([C:9]2[C:18]([N:19]([CH:21]([CH3:23])[CH3:22])[CH3:20])=[N:17][C:16]3[C:11](=[CH:12][CH:13]=[C:14]([C:24]([O:26]C)=[O:25])[CH:15]=3)[N:10]=2)[CH:5]=[CH:6][C:7]=1[F:8].[OH-].[Na+], predict the reaction product. The product is: [F:1][C:2]1[CH:3]=[C:4]([C:9]2[C:18]([N:19]([CH:21]([CH3:23])[CH3:22])[CH3:20])=[N:17][C:16]3[C:11](=[CH:12][CH:13]=[C:14]([C:24]([OH:26])=[O:25])[CH:15]=3)[N:10]=2)[CH:5]=[CH:6][C:7]=1[F:8]. (3) Given the reactants Cl[C:2]1[C:11]2[C:6](=[CH:7][C:8]([O:12][CH3:13])=[CH:9][CH:10]=2)[CH:5]=[C:4]([NH:14][C:15]2[CH:19]=[C:18]([CH3:20])[NH:17][N:16]=2)[N:3]=1.[CH3:21][OH:22], predict the reaction product. The product is: [CH3:21][O:22][C:2]1[C:11]2[C:6](=[CH:7][C:8]([O:12][CH3:13])=[CH:9][CH:10]=2)[CH:5]=[C:4]([NH:14][C:15]2[CH:19]=[C:18]([CH3:20])[NH:17][N:16]=2)[N:3]=1. (4) Given the reactants [F:1][C:2]1[CH:3]=[C:4]([CH2:15][CH:16]([NH:20][CH:21]=O)[CH:17]([CH3:19])[CH3:18])[CH:5]=[C:6]([O:9][CH2:10][CH2:11][CH2:12][O:13][CH3:14])[C:7]=1[F:8].O=P(Cl)(Cl)Cl, predict the reaction product. The product is: [F:8][C:7]1[C:2]([F:1])=[C:3]2[C:4]([CH2:15][CH:16]([CH:17]([CH3:18])[CH3:19])[N:20]=[CH:21]2)=[CH:5][C:6]=1[O:9][CH2:10][CH2:11][CH2:12][O:13][CH3:14]. (5) Given the reactants [CH2:1]([O:8][C:9]1[CH:14]=[CH:13][C:12]([NH:15][C:16]2[C:25]3[C:20](=[CH:21][CH:22]=[C:23]([C:26]4[O:27][C:28]([C:31]56OCC(C)(C[O:36]5)[CH2:33][O:32]6)=[CH:29][CH:30]=4)[CH:24]=3)[N:19]=[CH:18][N:17]=2)=[CH:11][CH:10]=1)[C:2]1[CH:7]=[CH:6][CH:5]=[CH:4][CH:3]=1.Cl, predict the reaction product. The product is: [CH3:33][O:32][C:31]([C:28]1[O:27][C:26]([C:23]2[CH:24]=[C:25]3[C:20](=[CH:21][CH:22]=2)[N:19]=[CH:18][N:17]=[C:16]3[NH:15][C:12]2[CH:13]=[CH:14][C:9]([O:8][CH2:1][C:2]3[CH:7]=[CH:6][CH:5]=[CH:4][CH:3]=3)=[CH:10][CH:11]=2)=[CH:30][CH:29]=1)=[O:36]. (6) Given the reactants [NH2:18][C:17]1[CH:19]=[C:20]([Cl:28])[C:21]([O:23][C:24]([F:27])([F:25])[F:26])=[CH:22][C:16]=1[S:15][S:15][C:16]1[CH:22]=[C:21]([O:23][C:24]([F:27])([F:26])[F:25])[C:20]([Cl:28])=[CH:19][C:17]=1[NH2:18].[CH2:29]1[C:33]2([CH2:38][C:37](=O)[CH2:36][C:35](=[O:40])[NH:34]2)[CH2:32][CH2:31][CH2:30]1, predict the reaction product. The product is: [Cl:28][C:20]1[C:21]([O:23][C:24]([F:25])([F:26])[F:27])=[CH:22][C:16]2[S:15][C:36]3[C:35](=[O:40])[NH:34][C:33]4([CH2:29][CH2:30][CH2:31][CH2:32]4)[CH2:38][C:37]=3[NH:18][C:17]=2[CH:19]=1. (7) Given the reactants [Br:1][C:2]1[CH:20]=[CH:19][C:5]2[N:6]([C:9]3[S:13][C:12]([C:14]([O:16][CH3:17])=[O:15])=[C:11]([OH:18])[CH:10]=3)[CH:7]=[N:8][C:4]=2[CH:3]=1.BrC1C=CC2N=CN(C3SC(C(OC)=O)=C(O)C=3)C=2C=1.[F:41][C:42]([F:52])([F:51])[C:43]1[CH:50]=[CH:49][CH:48]=[CH:47][C:44]=1[CH2:45]Br, predict the reaction product. The product is: [Br:1][C:2]1[CH:20]=[CH:19][C:5]2[N:6]([C:9]3[S:13][C:12]([C:14]([O:16][CH3:17])=[O:15])=[C:11]([O:18][CH2:45][C:44]4[CH:47]=[CH:48][CH:49]=[CH:50][C:43]=4[C:42]([F:41])([F:51])[F:52])[CH:10]=3)[CH:7]=[N:8][C:4]=2[CH:3]=1. (8) Given the reactants [CH3:1][C:2]1[N:3]([C:7]2[CH:13]=[CH:12][C:10](N)=[CH:9][CH:8]=2)[CH:4]=[CH:5][N:6]=1.N([O-])=O.[Na+].[BrH:18], predict the reaction product. The product is: [Br:18][C:10]1[CH:12]=[CH:13][C:7]([N:3]2[CH:4]=[CH:5][N:6]=[C:2]2[CH3:1])=[CH:8][CH:9]=1. (9) The product is: [NH2:11][C:4]1[CH:3]=[CH:2][C:7]([OH:8])=[C:6]([F:9])[C:5]=1[CH3:10]. Given the reactants Cl[C:2]1[C:7]([OH:8])=[C:6]([F:9])[C:5]([CH3:10])=[C:4]([N+:11]([O-])=O)[CH:3]=1.C([O-])=O.[NH4+], predict the reaction product.